This data is from Catalyst prediction with 721,799 reactions and 888 catalyst types from USPTO. The task is: Predict which catalyst facilitates the given reaction. (1) Reactant: C([C@H]1COC(=O)N1[C:14](=[O:25])[C@H:15]([C:17]1[CH:22]=[CH:21][CH:20]=[CH:19][C:18]=1[O:23][CH3:24])[CH3:16])C1C=CC=CC=1.[Li+].[BH4-].[OH-].[Na+].COC1C=CC=CC=1[C@H](C)CNC1C=C(C2C=NC(N3CCN(C)CC3)=CC=2)N=CN=1. Product: [CH3:24][O:23][C:18]1[CH:19]=[CH:20][CH:21]=[CH:22][C:17]=1[C@H:15]([CH3:16])[CH2:14][OH:25]. The catalyst class is: 36. (2) Reactant: [OH:1][C:2]1[CH:3]=[CH:4][C:5]([N:8]2[CH2:13][CH2:12][N:11]([C:14]([O:16][CH2:17][C:18]3[CH:23]=[CH:22][CH:21]=[CH:20][CH:19]=3)=[O:15])[CH2:10][CH2:9]2)=[N:6][CH:7]=1.[C:24]([O-])([O-])=O.[K+].[K+].IC. Product: [CH3:24][O:1][C:2]1[CH:3]=[CH:4][C:5]([N:8]2[CH2:13][CH2:12][N:11]([C:14]([O:16][CH2:17][C:18]3[CH:19]=[CH:20][CH:21]=[CH:22][CH:23]=3)=[O:15])[CH2:10][CH2:9]2)=[N:6][CH:7]=1. The catalyst class is: 21. (3) Reactant: [CH3:1][O:2][C:3]1[CH:4]=[C:5]([CH:15]=[C:16]([O:18][CH2:19][C:20]2[NH:24][N:23]=[N:22][N:21]=2)[CH:17]=1)[C:6]([NH:8][CH:9]1[CH2:14][CH2:13][NH:12][CH2:11][CH2:10]1)=[O:7].[CH2:25]([O:27][C:28]1[CH:29]=[C:30]([CH:33]=[C:34]([O:41][CH2:42][CH3:43])[C:35]=1[N:36]1[CH:40]=[CH:39][CH:38]=[CH:37]1)[CH:31]=O)[CH3:26].C([BH3-])#N.[Na+].C(N(C(C)C)C(C)C)C. Product: [CH2:25]([O:27][C:28]1[CH:29]=[C:30]([CH:33]=[C:34]([O:41][CH2:42][CH3:43])[C:35]=1[N:36]1[CH:40]=[CH:39][CH:38]=[CH:37]1)[CH2:31][N:12]1[CH2:11][CH2:10][CH:9]([NH:8][C:6](=[O:7])[C:5]2[CH:15]=[C:16]([O:18][CH2:19][C:20]3[NH:21][N:22]=[N:23][N:24]=3)[CH:17]=[C:3]([O:2][CH3:1])[CH:4]=2)[CH2:14][CH2:13]1)[CH3:26]. The catalyst class is: 212.